This data is from Reaction yield outcomes from USPTO patents with 853,638 reactions. The task is: Predict the reaction yield, written as a fraction of the theoretical maximum amount of product (1.0 means a 100% yield; for example, 0.34 means a 34% yield). (1) The product is [C:23]([C:26]1[CH:31]=[C:30]([C:2]2[CH:3]=[C:4]([S:8]([NH:11][C:12]3[CH:21]=[CH:20][C:15]([C:16]([O:18][CH3:19])=[O:17])=[C:14]([OH:22])[CH:13]=3)(=[O:10])=[O:9])[S:5][C:6]=2[Cl:7])[CH:29]=[CH:28][CH:27]=1)(=[O:25])[CH3:24]. No catalyst specified. The yield is 0.210. The reactants are Br[C:2]1[CH:3]=[C:4]([S:8]([NH:11][C:12]2[CH:21]=[CH:20][C:15]([C:16]([O:18][CH3:19])=[O:17])=[C:14]([OH:22])[CH:13]=2)(=[O:10])=[O:9])[S:5][C:6]=1[Cl:7].[C:23]([C:26]1[CH:27]=[C:28](B(O)O)[CH:29]=[CH:30][CH:31]=1)(=[O:25])[CH3:24]. (2) The reactants are [N+:1]([C:4]1[CH:12]=[CH:11][C:7]([C:8](Cl)=[O:9])=[CH:6][CH:5]=1)([O-:3])=[O:2].[CH3:13][N:14]([CH3:19])[CH2:15][CH2:16][NH:17][CH3:18]. The catalyst is C1(C)C=CC=CC=1. The product is [CH3:13][N:14]([CH3:19])[CH2:15][CH2:16][N:17]([CH3:18])[C:8](=[O:9])[C:7]1[CH:11]=[CH:12][C:4]([N+:1]([O-:3])=[O:2])=[CH:5][CH:6]=1. The yield is 0.566. (3) The reactants are [F:1][C:2]1[CH:28]=[CH:27][C:5]([CH2:6][N:7]2[CH2:10][CH:9]([S:11][C:12]3[C@H:13]([CH3:26])[C@@H:14]4[C@@H:21]([C@H:22]([OH:24])[CH3:23])[C:20](=[O:25])[N:15]4[C:16]=3[C:17]([OH:19])=[O:18])[CH2:8]2)=[CH:4][CH:3]=1.[CH:29]1([CH2:35][C:36]([O:38][CH2:39]Cl)=[O:37])[CH2:34][CH2:33][CH2:32][CH2:31][CH2:30]1. No catalyst specified. The product is [F:1][C:2]1[CH:28]=[CH:27][C:5]([CH2:6][N:7]2[CH2:8][CH:9]([S:11][C:12]3[C@H:13]([CH3:26])[C@@H:14]4[C@@H:21]([C@H:22]([OH:24])[CH3:23])[C:20](=[O:25])[N:15]4[C:16]=3[C:17]([O:19][CH2:39][O:38][C:36](=[O:37])[CH2:35][CH:29]3[CH2:30][CH2:31][CH2:32][CH2:33][CH2:34]3)=[O:18])[CH2:10]2)=[CH:4][CH:3]=1. The yield is 0.760. (4) The reactants are [Cl-].O[NH3+:3].[C:4](=[O:7])([O-])[OH:5].[Na+].CS(C)=O.[Si]([O:20][CH2:21][C:22]([CH3:58])([CH3:57])[O:23][C:24]1[CH:29]=[CH:28][C:27]([C:30]2[C:35](=[O:36])[N:34]([CH2:37][C:38]3[CH:43]=[CH:42][C:41]([C:44]4[C:45]([C:50]#[N:51])=[CH:46][CH:47]=[CH:48][CH:49]=4)=[CH:40][CH:39]=3)[C:33]([CH2:52][CH2:53][CH3:54])=[N:32][C:31]=2[CH2:55][CH3:56])=[CH:26][CH:25]=1)(C(C)(C)C)(C)C. The catalyst is C(OCC)(=O)C. The product is [CH2:55]([C:31]1[N:32]=[C:33]([CH2:52][CH2:53][CH3:54])[N:34]([CH2:37][C:38]2[CH:39]=[CH:40][C:41]([C:44]3[CH:49]=[CH:48][CH:47]=[CH:46][C:45]=3[C:50]3[NH:3][C:4](=[O:7])[O:5][N:51]=3)=[CH:42][CH:43]=2)[C:35](=[O:36])[C:30]=1[C:27]1[CH:28]=[CH:29][C:24]([O:23][C:22]([CH3:58])([CH3:57])[CH2:21][OH:20])=[CH:25][CH:26]=1)[CH3:56]. The yield is 0.750. (5) The reactants are [CH3:1][O:2][C:3]1[CH:11]=[C:10]2[C:6]([CH2:7][C:8](=[O:12])[NH:9]2)=[CH:5][CH:4]=1.[CH2:13]([N:15]([CH2:30][CH3:31])[CH2:16][CH2:17][CH2:18][NH:19][C:20]([C:22]1[NH:23][C:24]([CH:28]=O)=[CH:25][C:26]=1[CH3:27])=[O:21])[CH3:14]. No catalyst specified. The product is [CH2:30]([N:15]([CH2:13][CH3:14])[CH2:16][CH2:17][CH2:18][NH:19][C:20]([C:22]1[NH:23][C:24]([CH:28]=[C:7]2[C:6]3[C:10](=[CH:11][C:3]([O:2][CH3:1])=[CH:4][CH:5]=3)[NH:9][C:8]2=[O:12])=[CH:25][C:26]=1[CH3:27])=[O:21])[CH3:31]. The yield is 0.310. (6) The reactants are [CH3:1][O:2][C:3]1[CH:8]=[CH:7][C:6]([C:9]2([C:12](Cl)=[O:13])[CH2:11][CH2:10]2)=[CH:5][CH:4]=1.[Cl:15][C:16]1[N:21]=[C:20]([NH2:22])[CH:19]=[CH:18][C:17]=1[CH3:23].CCN(CC)CC. The catalyst is ClCCl. The product is [Cl:15][C:16]1[N:21]=[C:20]([NH:22][C:12]([C:9]2([C:6]3[CH:7]=[CH:8][C:3]([O:2][CH3:1])=[CH:4][CH:5]=3)[CH2:11][CH2:10]2)=[O:13])[CH:19]=[CH:18][C:17]=1[CH3:23]. The yield is 0.630. (7) The reactants are C(N(CC)C(C)C)(C)C.[CH3:10][C:11]1[CH:20]=[CH:19][C:18]2[C:13](=[CH:14][CH:15]=[CH:16][C:17]=2[N:21]2[CH2:26][CH2:25][NH:24][CH2:23][CH2:22]2)[N:12]=1.CS(O[CH2:32][CH2:33][C:34]1[CH:39]=[CH:38][CH:37]=[C:36]([N+:40]([O-:42])=[O:41])[CH:35]=1)(=O)=O. The catalyst is CN(C)C=O. The product is [CH3:10][C:11]1[CH:20]=[CH:19][C:18]2[C:13](=[CH:14][CH:15]=[CH:16][C:17]=2[N:21]2[CH2:26][CH2:25][N:24]([CH2:32][CH2:33][C:34]3[CH:39]=[CH:38][CH:37]=[C:36]([N+:40]([O-:42])=[O:41])[CH:35]=3)[CH2:23][CH2:22]2)[N:12]=1. The yield is 0.640.